Dataset: Full USPTO retrosynthesis dataset with 1.9M reactions from patents (1976-2016). Task: Predict the reactants needed to synthesize the given product. (1) Given the product [ClH:28].[CH3:1][CH:2]1[CH2:7][CH2:6][CH2:5][CH:4]([CH3:8])[CH:3]1[O:9][C:10]1[CH:11]=[CH:12][C:13]2[CH2:14][NH:15][CH2:16][CH2:17][O:18][C:19]=2[N:20]=1, predict the reactants needed to synthesize it. The reactants are: [CH3:1][CH:2]1[CH2:7][CH2:6][CH2:5][CH:4]([CH3:8])[CH:3]1[O:9][C:10]1[CH:11]=[CH:12][C:13]2[CH2:14][N:15](C(OC(C)(C)C)=O)[CH2:16][CH2:17][O:18][C:19]=2[N:20]=1.[ClH:28].C(OCC)(=O)C. (2) Given the product [CH2:1]([O:3][C:4]1[C:8]([CH2:9][CH2:10][CH2:11][O:12][C:13]2[CH:18]=[CH:17][C:16]([CH2:19][CH2:20][C:21]([OH:23])=[O:22])=[C:15]([O:26][CH2:37][CH2:38][CH3:39])[CH:14]=2)=[CH:7][N:6]([C:27]2[CH:32]=[CH:31][C:30]([C:33]([F:36])([F:34])[F:35])=[CH:29][N:28]=2)[N:5]=1)[CH3:2], predict the reactants needed to synthesize it. The reactants are: [CH2:1]([O:3][C:4]1[C:8]([CH2:9][CH2:10][CH2:11][O:12][C:13]2[CH:18]=[CH:17][C:16]([CH2:19][CH2:20][C:21]([O:23]CC)=[O:22])=[C:15]([OH:26])[CH:14]=2)=[CH:7][N:6]([C:27]2[CH:32]=[CH:31][C:30]([C:33]([F:36])([F:35])[F:34])=[CH:29][N:28]=2)[N:5]=1)[CH3:2].[CH2:37](O)[CH2:38][CH3:39].C(P(CCCC)CCCC)CCC.N(C(N1CCCCC1)=O)=NC(N1CCCCC1)=O. (3) Given the product [Cl:22][C:23]1[CH:28]=[CH:27][CH:26]=[C:25]([Cl:29])[C:24]=1[CH2:30][S:31]([C:34]1[CH:35]=[C:36]2[C:40](=[CH:41][CH:42]=1)[NH:39][C:38](=[O:43])/[C:37]/2=[CH:17]\[C:14]1[NH:13][C:9]2[CH2:10][CH2:11][CH2:12][N:6]([CH2:5][CH2:4][N:3]([CH2:20][CH3:21])[CH2:1][CH3:2])[C:7](=[O:19])[C:8]=2[C:15]=1[CH3:16])(=[O:32])=[O:33], predict the reactants needed to synthesize it. The reactants are: [CH2:1]([N:3]([CH2:20][CH3:21])[CH2:4][CH2:5][N:6]1[CH2:12][CH2:11][CH2:10][C:9]2[NH:13][C:14]([CH:17]=O)=[C:15]([CH3:16])[C:8]=2[C:7]1=[O:19])[CH3:2].[Cl:22][C:23]1[CH:28]=[CH:27][CH:26]=[C:25]([Cl:29])[C:24]=1[CH2:30][S:31]([C:34]1[CH:35]=[C:36]2[C:40](=[CH:41][CH:42]=1)[NH:39][C:38](=[O:43])[CH2:37]2)(=[O:33])=[O:32].N1CCCCC1. (4) The reactants are: [C:1]([O:5][C:6]([N:8]1[CH2:16][C:15]2[C:10](=[CH:11][CH:12]=[CH:13][C:14]=2[NH:17][CH2:18][C:19]([OH:21])=O)[CH2:9]1)=[O:7])([CH3:4])([CH3:3])[CH3:2].Cl.C[N:24]1[CH2:33][CH2:32][C:31]2[C:26](=[C:27]([N+]([O-])=O)[CH:28]=[CH:29][CH:30]=2)[C:25]1=O.[CH3:38][N:39](C(ON1N=NC2C=CC=NC1=2)=[N+](C)C)[CH3:40].F[P-](F)(F)(F)(F)F.CCN(C(C)C)C(C)C.C([O-])(O)=O.[Na+]. Given the product [C:1]([O:5][C:6]([N:8]1[CH2:16][C:15]2[C:10](=[CH:11][CH:12]=[CH:13][C:14]=2[NH:17][CH2:18][C:19](=[O:21])[N:24]([CH2:25][C:26]2[CH:27]=[CH:28][CH:29]=[CH:30][CH:31]=2)[CH2:33][CH2:32][N:39]([CH3:40])[CH3:38])[CH2:9]1)=[O:7])([CH3:3])([CH3:2])[CH3:4], predict the reactants needed to synthesize it. (5) Given the product [CH:1]([O:4][C:5]([N:7]1[CH2:12][CH2:11][CH:10]([CH:13]2[CH2:17][C:16]3[CH:18]=[C:19]([C:27]4[CH:26]=[N:25][C:24]([Cl:23])=[CH:29][C:28]=4[CH3:30])[CH:20]=[CH:21][C:15]=3[O:14]2)[CH2:9][CH2:8]1)=[O:6])([CH3:3])[CH3:2], predict the reactants needed to synthesize it. The reactants are: [CH:1]([O:4][C:5]([N:7]1[CH2:12][CH2:11][CH:10]([CH:13]2[CH2:17][C:16]3[CH:18]=[C:19](Br)[CH:20]=[CH:21][C:15]=3[O:14]2)[CH2:9][CH2:8]1)=[O:6])([CH3:3])[CH3:2].[Cl:23][C:24]1[CH:29]=[C:28]([CH3:30])[C:27](B(O)O)=[CH:26][N:25]=1. (6) Given the product [NH2:1][C:2]1[C:11]([N:12]2[CH2:13][CH2:14][O:15][CH2:16][CH2:17]2)=[CH:10][C:9]2[C:4](=[CH:5][CH:6]=[C:7]([C:18]3[C:25]([CH3:26])=[CH:24][CH:23]=[CH:22][C:19]=3[C:20]([C:27]3[CH:32]=[CH:31][CH:30]=[CH:29][CH:28]=3)=[O:38])[CH:8]=2)[N:3]=1, predict the reactants needed to synthesize it. The reactants are: [NH2:1][C:2]1[C:11]([N:12]2[CH2:17][CH2:16][O:15][CH2:14][CH2:13]2)=[CH:10][C:9]2[C:4](=[CH:5][CH:6]=[C:7]([C:18]3[C:25]([CH3:26])=[CH:24][CH:23]=[CH:22][C:19]=3[C:20]#N)[CH:8]=2)[N:3]=1.[C:27]1([Mg]Cl)[CH:32]=[CH:31][CH:30]=[CH:29][CH:28]=1.C1C[O:38]CC1.Cl.